Predict the reaction yield, written as a fraction of the theoretical maximum amount of product (1.0 means a 100% yield; for example, 0.34 means a 34% yield). From a dataset of Reaction yield outcomes from USPTO patents with 853,638 reactions. (1) The reactants are [CH3:1][O:2][C:3]1[CH:4]=[C:5]2[C:10](=[CH:11][C:12]=1[O:13][CH3:14])[N:9]=[CH:8][C:7]([C:15]#[N:16])=[C:6]2[CH3:17].CO[CH:20](OC)[N:21]([CH3:23])[CH3:22]. The catalyst is CN(C=O)C. The product is [CH3:20][N:21]([CH3:23])/[CH:22]=[CH:17]/[C:6]1[C:5]2[C:10](=[CH:11][C:12]([O:13][CH3:14])=[C:3]([O:2][CH3:1])[CH:4]=2)[N:9]=[CH:8][C:7]=1[C:15]#[N:16]. The yield is 1.00. (2) The reactants are [CH2:1]([NH:5][S:6]([NH:9][C:10](=[O:31])/[CH:11]=[CH:12]/[C:13]1[C:14]([CH3:30])=[N:15][N:16]([CH3:29])[C:17]=1[N:18]1[C:26]2[C:21](=[CH:22][CH:23]=[C:24]([O:27][CH3:28])[CH:25]=2)[CH:20]=[CH:19]1)(=[O:8])=[O:7])[CH2:2][CH2:3][CH3:4].[Cl:32]N1C(=O)CCC1=O.C(OCC)(=O)C. The catalyst is C(#N)C. The product is [CH2:1]([NH:5][S:6]([NH:9][C:10](=[O:31])/[CH:11]=[CH:12]/[C:13]1[C:14]([CH3:30])=[N:15][N:16]([CH3:29])[C:17]=1[N:18]1[C:26]2[C:21](=[CH:22][CH:23]=[C:24]([O:27][CH3:28])[CH:25]=2)[C:20]([Cl:32])=[CH:19]1)(=[O:8])=[O:7])[CH2:2][CH2:3][CH3:4]. The yield is 0.160.